This data is from NCI-60 drug combinations with 297,098 pairs across 59 cell lines. The task is: Regression. Given two drug SMILES strings and cell line genomic features, predict the synergy score measuring deviation from expected non-interaction effect. (1) Drug 1: CC1=C2C(C(=O)C3(C(CC4C(C3C(C(C2(C)C)(CC1OC(=O)C(C(C5=CC=CC=C5)NC(=O)OC(C)(C)C)O)O)OC(=O)C6=CC=CC=C6)(CO4)OC(=O)C)OC)C)OC. Drug 2: CC(CN1CC(=O)NC(=O)C1)N2CC(=O)NC(=O)C2. Cell line: UACC62. Synergy scores: CSS=35.8, Synergy_ZIP=-0.930, Synergy_Bliss=-1.98, Synergy_Loewe=0.832, Synergy_HSA=1.86. (2) Drug 1: CC=C1C(=O)NC(C(=O)OC2CC(=O)NC(C(=O)NC(CSSCCC=C2)C(=O)N1)C(C)C)C(C)C. Drug 2: COCCOC1=C(C=C2C(=C1)C(=NC=N2)NC3=CC=CC(=C3)C#C)OCCOC.Cl. Cell line: MCF7. Synergy scores: CSS=35.8, Synergy_ZIP=3.48, Synergy_Bliss=3.30, Synergy_Loewe=-33.9, Synergy_HSA=2.36.